This data is from Full USPTO retrosynthesis dataset with 1.9M reactions from patents (1976-2016). The task is: Predict the reactants needed to synthesize the given product. (1) Given the product [N+:15]([C:13]1[CH:14]=[C:5]2[C:6](=[CH:11][CH:12]=1)[C:7](=[O:8])[NH:2][CH:3]=[CH:4]2)([O-:17])=[O:16], predict the reactants needed to synthesize it. The reactants are: C[N:2](C)/[CH:3]=[CH:4]/[C:5]1[CH:14]=[C:13]([N+:15]([O-:17])=[O:16])[CH:12]=[CH:11][C:6]=1[C:7](OC)=[O:8].N.C(O)CO. (2) Given the product [CH:3]1([CH:8]([C:9]([O:11][CH2:12][CH3:13])=[O:10])[C:14]([OH:16])=[O:15])[CH2:4][CH2:5][CH2:6][CH2:7]1, predict the reactants needed to synthesize it. The reactants are: [OH-].[K+].[CH:3]1([CH:8]([C:14]([O:16]CC)=[O:15])[C:9]([O:11][CH2:12][CH3:13])=[O:10])[CH2:7][CH2:6][CH2:5][CH2:4]1.Cl. (3) Given the product [F:15][C@@H:13]1[CH2:14][C@@H:9]([OH:8])[CH2:10][N:11]([C:21]([O:20][CH2:17][C:19]2[CH:10]=[CH:9][CH:14]=[CH:13][CH:12]=2)=[O:22])[CH2:12]1, predict the reactants needed to synthesize it. The reactants are: [Si]([O:8][C@@H:9]1[CH2:14][C@@H:13]([F:15])[CH2:12][NH:11][CH2:10]1)(C(C)(C)C)(C)C.Cl.[CH:17]([OH:20])([CH3:19])C.[CH3:21][OH:22].